This data is from Forward reaction prediction with 1.9M reactions from USPTO patents (1976-2016). The task is: Predict the product of the given reaction. (1) The product is: [O:1]1[C:5]2[CH:6]=[CH:7][C:8]([C:10]3([C:13]([NH:15][C:16]4[CH:17]=[C:18]([C:23]5[CH:24]=[CH:25][C:26]([CH2:29][N:30]([CH3:31])[S:33]([CH3:32])(=[O:35])=[O:34])=[CH:27][CH:28]=5)[C:19]([CH3:22])=[CH:20][CH:21]=4)=[O:14])[CH2:11][CH2:12]3)=[CH:9][C:4]=2[O:3][CH2:2]1. Given the reactants [O:1]1[C:5]2[CH:6]=[CH:7][C:8]([C:10]3([C:13]([NH:15][C:16]4[CH:17]=[C:18]([C:23]5[CH:28]=[CH:27][C:26]([CH2:29][NH:30][CH3:31])=[CH:25][CH:24]=5)[C:19]([CH3:22])=[CH:20][CH:21]=4)=[O:14])[CH2:12][CH2:11]3)=[CH:9][C:4]=2[O:3][CH2:2]1.[CH3:32][S:33](Cl)(=[O:35])=[O:34].CCN(CC)CC, predict the reaction product. (2) Given the reactants [Li+].CC([N-]C(C)C)C.CO[C:11](=[O:31])[C:12]1[CH:22]=[CH:21][C:15]([C:16]([N:18](C)C)=O)=[C:14]([C:23]2[C:24]([CH3:30])=[N:25][N:26]([CH3:29])[C:27]=2[CH3:28])[CH:13]=1.CN(C[N:36]1[C:40]2=[N:41][C:42]([N:45]3[CH2:50][CH2:49][CH:48]([N:51]([CH3:53])[CH3:52])[CH2:47][CH2:46]3)=[CH:43][CH:44]=[C:39]2[N:38]=[CH:37]1)C, predict the reaction product. The product is: [CH3:52][N:51]([CH3:53])[CH:48]1[CH2:49][CH2:50][N:45]([C:42]2[N:41]=[C:40]3[NH:36][C:37]([C:11]([C:12]4[CH:22]=[CH:21][C:15]([C:16]#[N:18])=[C:14]([C:23]5[C:24]([CH3:30])=[N:25][N:26]([CH3:29])[C:27]=5[CH3:28])[CH:13]=4)=[O:31])=[N:38][C:39]3=[CH:44][CH:43]=2)[CH2:46][CH2:47]1. (3) The product is: [CH2:6]([O:8][C:9]1[CH:10]=[C:11]([C:18]2[C@@H:27]3[C@@H:22]([CH2:23][CH:24]=[CH:25][CH2:26]3)[C:21](=[O:28])[N:20]([CH:29]3[CH2:34][CH2:33][N:32]([S:35]([CH3:38])(=[O:36])=[O:37])[CH2:31][CH2:30]3)[N:19]=2)[CH:12]=[CH:13][C:14]=1[O:15][CH2:16][CH3:17])[CH3:7]. Given the reactants CS(Cl)(=O)=O.[CH2:6]([O:8][C:9]1[CH:10]=[C:11]([C:18]2[C@@H:27]3[C@@H:22]([CH2:23][CH:24]=[CH:25][CH2:26]3)[C:21](=[O:28])[N:20]([CH:29]3[CH2:34][CH2:33][N:32]([S:35]([C:38]4C=CC(C)=CC=4)(=[O:37])=[O:36])[CH2:31][CH2:30]3)[N:19]=2)[CH:12]=[CH:13][C:14]=1[O:15][CH2:16][CH3:17])[CH3:7], predict the reaction product. (4) Given the reactants [Cl:1][C:2]1[C:3]([CH2:8][NH:9][C:10]([C@@H:12]2[CH2:17][N:16]([C:18]([O:20][CH2:21][C:22]3[CH:27]=[CH:26][CH:25]=[CH:24][CH:23]=3)=[O:19])[C@H:15]([CH2:28][O:29][CH3:30])[CH2:14][CH2:13]2)=O)=[N:4][CH:5]=[CH:6][N:7]=1.O=P(Cl)(Cl)Cl.CN(C=O)C.C([O-])(O)=O.[Na+], predict the reaction product. The product is: [Cl:1][C:2]1[C:3]2[N:4]([C:10]([C@H:12]3[CH2:17][N:16]([C:18]([O:20][CH2:21][C:22]4[CH:27]=[CH:26][CH:25]=[CH:24][CH:23]=4)=[O:19])[C@@H:15]([CH2:28][O:29][CH3:30])[CH2:14][CH2:13]3)=[N:9][CH:8]=2)[CH:5]=[CH:6][N:7]=1.